Dataset: Full USPTO retrosynthesis dataset with 1.9M reactions from patents (1976-2016). Task: Predict the reactants needed to synthesize the given product. Given the product [C:23]([N:20]1[CH2:21][CH2:22][CH:17]([N:15]2[CH:16]=[C:12]([C:5]3[CH:4]=[N:3][C:2]([NH2:1])=[C:7]4[O:8][C:9]([C:37]5[CH:36]=[C:35]6[C:40](=[CH:39][CH:38]=5)[N:32]([CH:27]5[CH2:28][CH2:29][CH2:30][CH2:31][O:26]5)[N:33]=[C:34]6[C:50]#[N:51])=[CH:10][C:6]=34)[CH:13]=[N:14]2)[CH2:18][CH2:19]1)(=[O:25])[CH3:24], predict the reactants needed to synthesize it. The reactants are: [NH2:1][C:2]1[N:3]=[CH:4][C:5]([C:12]2[CH:13]=[N:14][N:15]([CH:17]3[CH2:22][CH2:21][N:20]([C:23](=[O:25])[CH3:24])[CH2:19][CH2:18]3)[CH:16]=2)=[C:6]2[CH:10]=[C:9](Cl)[O:8][C:7]=12.[O:26]1[CH2:31][CH2:30][CH2:29][CH2:28][CH:27]1[N:32]1[C:40]2[C:35](=[CH:36][C:37](B3OC(C)(C)C(C)(C)O3)=[CH:38][CH:39]=2)[C:34]([C:50]#[N:51])=[N:33]1.